From a dataset of Full USPTO retrosynthesis dataset with 1.9M reactions from patents (1976-2016). Predict the reactants needed to synthesize the given product. (1) Given the product [C:1]([N:4]1[C:13]2[C:8](=[CH:9][C:10]([F:14])=[CH:11][CH:12]=2)[C@H:7]([O:15][C:21]2[CH:22]=[CH:23][C:18]([F:17])=[CH:19][CH:20]=2)[CH2:6][C@@H:5]1[CH3:16])(=[O:3])[CH3:2], predict the reactants needed to synthesize it. The reactants are: [C:1]([N:4]1[C:13]2[C:8](=[CH:9][C:10]([F:14])=[CH:11][CH:12]=2)[C@@H:7]([OH:15])[CH2:6][C@@H:5]1[CH3:16])(=[O:3])[CH3:2].[F:17][C:18]1[CH:23]=[CH:22][C:21](O)=[CH:20][CH:19]=1. (2) Given the product [C:18]1([C:21]2[CH:22]=[CH:23][CH:24]=[CH:25][CH:26]=2)[CH:17]=[CH:16][C:15]([CH2:14][C@H:12]2[N:11](/[CH:27]=[CH:28]/[C:29]3[CH:30]=[CH:31][CH:32]=[CH:33][CH:34]=3)[C:10](=[O:35])[C:9](=[CH2:1])[CH2:13]2)=[CH:20][CH:19]=1, predict the reactants needed to synthesize it. The reactants are: [C:1]([C@@H:9]1[CH2:13][CH:12]([CH2:14][C:15]2[CH:20]=[CH:19][C:18]([C:21]3[CH:26]=[CH:25][CH:24]=[CH:23][CH:22]=3)=[CH:17][CH:16]=2)[N:11](/[CH:27]=[CH:28]/[C:29]2[CH:34]=[CH:33][CH:32]=[CH:31][CH:30]=2)[C:10]1=[O:35])(=O)C1C=CC=CC=1.C([O-])([O-])=O.[K+].[K+].C=O.